This data is from Full USPTO retrosynthesis dataset with 1.9M reactions from patents (1976-2016). The task is: Predict the reactants needed to synthesize the given product. (1) Given the product [ClH:24].[ClH:24].[CH3:1][N:2]([CH3:23])[CH2:3][CH2:4][N:5]1[CH2:10][CH2:9][S:8][C:7]2[CH:11]=[C:12]([NH:15][C:16]([C:18]3[S:19][CH:20]=[CH:21][CH:22]=3)=[NH:17])[CH:13]=[CH:14][C:6]1=2, predict the reactants needed to synthesize it. The reactants are: [CH3:1][N:2]([CH3:23])[CH2:3][CH2:4][N:5]1[CH2:10][CH2:9][S:8][C:7]2[CH:11]=[C:12]([NH:15][C:16]([C:18]3[S:19][CH:20]=[CH:21][CH:22]=3)=[NH:17])[CH:13]=[CH:14][C:6]1=2.[ClH:24]. (2) Given the product [O:30]=[C:8]1[N:9]2[CH:14]([CH2:15][N:16]3[CH2:17][CH2:18][CH:19]([NH:22][C:23](=[O:29])[O:24][C:25]([CH3:26])([CH3:27])[CH3:28])[CH2:20][CH2:21]3)[CH2:13][CH2:12][N:11]3[C:10]2=[C:5]([CH:4]=[CH:3][C:2]3=[O:1])[CH:6]=[CH:7]1, predict the reactants needed to synthesize it. The reactants are: [O:1]=[C:2]1[N:11]2[CH2:12][CH2:13][CH:14]([CH2:15][N:16]3[CH2:21][CH2:20][CH:19]([NH:22][C:23](=[O:29])[O:24][C:25]([CH3:28])([CH3:27])[CH3:26])[CH2:18][CH2:17]3)[N:9]3[C:10]2=[C:5]([CH:6]=[CH:7][C:8]3=[O:30])[CH2:4][CH2:3]1.ClC1C(=O)C(C#N)=C(C#N)C(=O)C=1Cl.C(=O)([O-])[O-].[K+].[K+]. (3) The reactants are: [C:1]1([C@@H:7]([CH2:14][C:15]2[CH:20]=[CH:19][C:18]([O:21][CH2:22][CH2:23][CH2:24][NH:25][C:26]3[NH:31][CH2:30][CH2:29][CH2:28][N:27]=3)=[CH:17][CH:16]=2)[CH2:8][C:9]([O:11]CC)=[O:10])[CH:6]=[CH:5][CH:4]=[CH:3][CH:2]=1.[OH-].[Na+].C1COCC1. Given the product [C:1]1([C@@H:7]([CH2:14][C:15]2[CH:20]=[CH:19][C:18]([O:21][CH2:22][CH2:23][CH2:24][NH:25][C:26]3[NH:31][CH2:30][CH2:29][CH2:28][N:27]=3)=[CH:17][CH:16]=2)[CH2:8][C:9]([OH:11])=[O:10])[CH:6]=[CH:5][CH:4]=[CH:3][CH:2]=1, predict the reactants needed to synthesize it. (4) Given the product [F:1][C:2]1[CH:3]=[CH:4][C:5]([N:8]2[CH:12]=[C:11]([C:13]([NH:35][C@@H:33]([C:25]3[CH:24]=[N+:23]([O-:22])[C:28]([C:29]([F:30])([F:31])[F:32])=[CH:27][CH:26]=3)[CH3:34])=[O:15])[C:10]([C:16]3[CH:21]=[CH:20][CH:19]=[CH:18][CH:17]=3)=[N:9]2)=[N:6][CH:7]=1, predict the reactants needed to synthesize it. The reactants are: [F:1][C:2]1[CH:3]=[CH:4][C:5]([N:8]2[CH:12]=[C:11]([C:13]([OH:15])=O)[C:10]([C:16]3[CH:21]=[CH:20][CH:19]=[CH:18][CH:17]=3)=[N:9]2)=[N:6][CH:7]=1.[O-:22][N+:23]1[C:28]([C:29]([F:32])([F:31])[F:30])=[CH:27][CH:26]=[C:25]([C@H:33]([NH2:35])[CH3:34])[CH:24]=1.C(Cl)CCl.C1C=NC2N(O)N=NC=2C=1.C(N(CC)CC)C. (5) Given the product [C:21]([O:13][C:3]1[C:2]([O:1][C:19](=[O:31])[CH3:20])=[CH:12][C:6]2[C:7](=[O:11])[N:8]([CH3:10])[S:9][C:5]=2[CH:4]=1)(=[O:23])[CH3:22], predict the reactants needed to synthesize it. The reactants are: [OH:1][C:2]1[C:3]([OH:13])=[CH:4][C:5]2[S:9][N:8]([CH3:10])[C:7](=[O:11])[C:6]=2[CH:12]=1.C(N([CH2:19][CH3:20])CC)C.[C:21](OC(=O)C)(=[O:23])[CH3:22].CN(C)C=[O:31]. (6) Given the product [CH2:15]([O:14][C:12]1[C:11]([C:17]([F:19])([F:20])[F:18])=[CH:10][C:9]2[NH:21][C:22](=[O:41])[CH2:23][C:24]([C:26]3[CH:31]=[CH:30][CH:29]=[C:28]([C:32]4[CH:37]=[C:36]([CH3:38])[N:35]=[C:34]([CH2:39][CH3:43])[CH:33]=4)[CH:27]=3)=[N:7][C:8]=2[CH:13]=1)[CH3:16], predict the reactants needed to synthesize it. The reactants are: C(OC(=O)[NH:7][C:8]1[CH:13]=[C:12]([O:14][CH2:15][CH3:16])[C:11]([C:17]([F:20])([F:19])[F:18])=[CH:10][C:9]=1[NH:21][C:22](=[O:41])[CH2:23][C:24]([C:26]1[CH:31]=[CH:30][CH:29]=[C:28]([C:32]2[CH:37]=[C:36]([CH3:38])[N:35]=[C:34]([CH2:39]C)[CH:33]=2)[CH:27]=1)=O)(C)(C)C.[C:43](O)(C(F)(F)F)=O. (7) Given the product [CH:34]([N:30]1[C:29]([C:23]2[S:24][C:25]3[CH2:26][CH2:27][O:28][C:19]4[CH:18]=[CH:17][C:16]([CH:14]5[CH2:13][N:12]([CH2:8][C:9]([CH3:11])([OH:7])[CH3:10])[CH2:15]5)=[CH:37][C:20]=4[C:21]=3[N:22]=2)=[N:33][CH:32]=[N:31]1)([CH3:36])[CH3:35], predict the reactants needed to synthesize it. The reactants are: Cl([O-])(=O)(=O)=O.[Li+].[O:7]1[C:9]([CH3:11])([CH3:10])[CH2:8]1.[NH:12]1[CH2:15][CH:14]([C:16]2[CH:17]=[CH:18][C:19]3[O:28][CH2:27][CH2:26][C:25]4[S:24][C:23]([C:29]5[N:30]([CH:34]([CH3:36])[CH3:35])[N:31]=[CH:32][N:33]=5)=[N:22][C:21]=4[C:20]=3[CH:37]=2)[CH2:13]1.